This data is from Full USPTO retrosynthesis dataset with 1.9M reactions from patents (1976-2016). The task is: Predict the reactants needed to synthesize the given product. (1) Given the product [Br:1][C:10]1[S:9][C:8]([C:6]([CH:3]2[CH2:5][CH2:4]2)([CH:13]2[CH2:14][CH2:15]2)[OH:7])=[N:12][CH:11]=1, predict the reactants needed to synthesize it. The reactants are: [Br:1]Br.[CH:3]1([C:6]([CH:13]2[CH2:15][CH2:14]2)([C:8]2[S:9][CH:10]=[CH:11][N:12]=2)[OH:7])[CH2:5][CH2:4]1.CC([O-])=O.[Na+]. (2) Given the product [N:23]1([CH2:22][CH2:21][CH2:20][NH:19][C:14]([C:13]2[CH:8]([C:4]3[CH:5]=[CH:6][CH:7]=[C:2]([Cl:1])[CH:3]=3)[NH:9][C:10](=[O:18])[NH:11][C:12]=2[CH3:17])=[O:16])[CH2:28][CH2:27][O:26][CH2:25][CH2:24]1, predict the reactants needed to synthesize it. The reactants are: [Cl:1][C:2]1[CH:3]=[C:4]([CH:8]2[C:13]([C:14]([OH:16])=O)=[C:12]([CH3:17])[NH:11][C:10](=[O:18])[NH:9]2)[CH:5]=[CH:6][CH:7]=1.[NH2:19][CH2:20][CH2:21][CH2:22][N:23]1[CH2:28][CH2:27][O:26][CH2:25][CH2:24]1.CCN=C=NCCCN(C)C.Cl. (3) Given the product [Cl:1][C:2]1[CH:3]=[C:4]2[C:9](=[CH:10][CH:11]=1)[N:8]=[CH:7][C:6]([NH2:12])=[C:5]2[NH:15][CH3:16], predict the reactants needed to synthesize it. The reactants are: [Cl:1][C:2]1[CH:3]=[C:4]2[C:9](=[CH:10][CH:11]=1)[N:8]=[CH:7][C:6]([N+:12]([O-])=O)=[C:5]2[NH:15][CH3:16].S(S([O-])=O)([O-])=O.[Na+].[Na+].O. (4) Given the product [C:1]([O:5][C:6]([C:8]1[CH:13]=[CH:12][C:11]([S:14]([NH:17][C:26]([NH:28][C:29]2[CH:38]=[CH:37][CH:36]=[CH:35][C:30]=2[C:31]([O:33][CH3:34])=[O:32])=[O:19])(=[O:16])=[O:15])=[CH:10][C:9]=1[OH:18])=[O:7])([CH3:4])([CH3:2])[CH3:3], predict the reactants needed to synthesize it. The reactants are: [C:1]([O:5][C:6]([C:8]1[CH:13]=[CH:12][C:11]([S:14]([NH2:17])(=[O:16])=[O:15])=[CH:10][C:9]=1[OH:18])=[O:7])([CH3:4])([CH3:3])[CH3:2].[O:19]([C:26]([NH:28][C:29]1[C:30](=[CH:35][CH:36]=[CH:37][CH:38]=1)[C:31]([O:33][CH3:34])=[O:32])=O)C1C=CC=CC=1. (5) Given the product [CH3:24][N:22]([CH3:23])[C:13]1([C:16]2[CH:17]=[CH:18][CH:19]=[CH:20][CH:21]=2)[CH2:12][CH2:11][CH:10]([NH:9][C:8]([N:39]2[CH2:40][CH2:41][CH:36]([C:30]3[C:29]4[C:33](=[CH:34][CH:35]=[C:27]([Cl:26])[CH:28]=4)[NH:32][CH:31]=3)[CH2:37][CH2:38]2)=[O:25])[CH2:15][CH2:14]1, predict the reactants needed to synthesize it. The reactants are: C1(O[C:8](=[O:25])[NH:9][CH:10]2[CH2:15][CH2:14][C:13]([N:22]([CH3:24])[CH3:23])([C:16]3[CH:21]=[CH:20][CH:19]=[CH:18][CH:17]=3)[CH2:12][CH2:11]2)C=CC=CC=1.[Cl:26][C:27]1[CH:28]=[C:29]2[C:33](=[CH:34][CH:35]=1)[NH:32][CH:31]=[C:30]2[CH:36]1[CH2:41][CH2:40][NH:39][CH2:38][CH2:37]1. (6) Given the product [C:35]([C:39]1[CH:40]=[CH:41][C:42]([CH2:43][N:11]2[C:12](=[O:13])[N:8]([CH2:1][CH2:2][CH2:3][CH2:4][CH2:5][CH2:6][CH3:7])[C:9]([CH2:14][OH:15])=[N:10]2)=[CH:45][CH:46]=1)([CH3:38])([CH3:36])[CH3:37], predict the reactants needed to synthesize it. The reactants are: [CH2:1]([N:8]1[C:12](=[O:13])[NH:11][N:10]=[C:9]1[CH2:14][O:15]C(C1C=CC=CC=1)(C1C=CC=CC=1)C1C=CC=CC=1)[CH2:2][CH2:3][CH2:4][CH2:5][CH2:6][CH3:7].[C:35]([C:39]1[CH:46]=[CH:45][C:42]([CH2:43]Br)=[CH:41][CH:40]=1)([CH3:38])([CH3:37])[CH3:36].C(=O)([O-])[O-].[K+].[K+].